The task is: Predict the reactants needed to synthesize the given product.. This data is from Full USPTO retrosynthesis dataset with 1.9M reactions from patents (1976-2016). (1) The reactants are: CC1C=CC(S([O:11][C:12]2[C:17]([C:18]#[N:19])=[CH:16][C:15](Br)=[C:14]([CH:21]3[CH2:23][CH2:22]3)[N:13]=2)(=O)=O)=CC=1.[F:24][C:25]1[CH:30]=[CH:29][C:28](B(O)O)=[CH:27][CH:26]=1. Given the product [CH:21]1([C:14]2[C:15]([C:28]3[CH:29]=[CH:30][C:25]([F:24])=[CH:26][CH:27]=3)=[CH:16][C:17]([C:18]#[N:19])=[C:12]([OH:11])[N:13]=2)[CH2:22][CH2:23]1, predict the reactants needed to synthesize it. (2) Given the product [Cl:1][C:2]1[CH:3]=[C:4]([C@H:9]2[C:18]3[C:13](=[CH:14][CH:15]=[CH:16][CH:17]=3)[C@H:12]([NH2:19])[C:11]([CH3:22])([CH3:21])[CH2:10]2)[CH:5]=[CH:6][C:7]=1[Cl:8], predict the reactants needed to synthesize it. The reactants are: [Cl:1][C:2]1[CH:3]=[C:4]([C@H:9]2[C:18]3[C:13](=[CH:14][CH:15]=[CH:16][CH:17]=3)/[C:12](=[N:19]\O)/[C:11]([CH3:22])([CH3:21])[CH2:10]2)[CH:5]=[CH:6][C:7]=1[Cl:8]. (3) Given the product [CH2:12]([O:15]/[CH:16]=[C:4](/[C:3](=[O:10])[CH:2]([F:11])[F:1])\[C:5]([O:7][CH2:8][CH3:9])=[O:6])[CH3:13], predict the reactants needed to synthesize it. The reactants are: [F:1][CH:2]([F:11])[C:3](=[O:10])[CH2:4][C:5]([O:7][CH2:8][CH3:9])=[O:6].[C:12]([O:15][C:16](=O)C)(=O)[CH3:13].C(OC(OCC)OCC)C. (4) Given the product [CH:31]1([CH2:30][O:29][C:22]2[CH:23]=[C:24]([F:28])[C:25]([CH3:27])=[CH:26][C:21]=2[C:20]2[C:15]3[NH:14][C:13]([CH3:34])=[C:12]([C:10]([NH:9][C@H:6]4[CH2:7][CH2:8][C@@H:3]([NH:2][C:40](=[O:41])[C@@H:39]([OH:38])[CH3:43])[CH2:4][CH2:5]4)=[O:11])[C:16]=3[N:17]=[CH:18][N:19]=2)[CH2:32][CH2:33]1, predict the reactants needed to synthesize it. The reactants are: Cl.[NH2:2][C@@H:3]1[CH2:8][CH2:7][C@H:6]([NH:9][C:10]([C:12]2[C:16]3[N:17]=[CH:18][N:19]=[C:20]([C:21]4[CH:26]=[C:25]([CH3:27])[C:24]([F:28])=[CH:23][C:22]=4[O:29][CH2:30][CH:31]4[CH2:33][CH2:32]4)[C:15]=3[NH:14][C:13]=2[CH3:34])=[O:11])[CH2:5][CH2:4]1.C([O:38][C@@H:39]([CH3:43])[C:40](Cl)=[O:41])(=O)C. (5) Given the product [C:1]([N:8]1[CH2:12][C@@H:11]([OH:21])[C@H:10]([N:14]=[N+:15]=[N-:16])[CH2:9]1)([O:3][C:4]([CH3:7])([CH3:6])[CH3:5])=[O:2], predict the reactants needed to synthesize it. The reactants are: [C:1]([N+:8]1([O-])[CH2:12][CH:11]=[CH:10][CH2:9]1)([O:3][C:4]([CH3:7])([CH3:6])[CH3:5])=[O:2].[N-:14]=[N+:15]=[N-:16].[Na+].[NH4+].[Cl-].C[OH:21].O. (6) Given the product [F:1][C:2]1[CH:7]=[CH:6][C:5]([F:8])=[CH:4][C:3]=1[C:12]1([OH:11])[CH2:16][CH2:15][CH2:14][N:13]1[C:17]([O:19][C:20]([CH3:22])([CH3:21])[CH3:23])=[O:18], predict the reactants needed to synthesize it. The reactants are: [F:1][C:2]1[CH:7]=[CH:6][C:5]([F:8])=[CH:4][C:3]=1[Mg]Cl.[O:11]=[C:12]1[CH2:16][CH2:15][CH2:14][N:13]1[C:17]([O:19][C:20]([CH3:23])([CH3:22])[CH3:21])=[O:18].[Cl-].[Mg+2].[Cl-].